Predict the reaction yield, written as a fraction of the theoretical maximum amount of product (1.0 means a 100% yield; for example, 0.34 means a 34% yield). From a dataset of Reaction yield outcomes from USPTO patents with 853,638 reactions. (1) The reactants are C([O-])([O-])=O.[Cs+].[Cs+].[F:7][C:8]([F:24])([F:23])[CH:9]([C:11]1[CH:16]=[CH:15][CH:14]=[CH:13][C:12]=1[C:17]1[CH:18]=[N:19][CH:20]=[N:21][CH:22]=1)[OH:10].[NH2:25][C:26]1[N:31]=[C:30](Cl)[CH:29]=[C:28]([Cl:33])[N:27]=1.O. The catalyst is C1COCC1.C(OCC)(=O)C. The product is [Cl:33][C:28]1[CH:29]=[C:30]([O:10][CH:9]([C:11]2[CH:16]=[CH:15][CH:14]=[CH:13][C:12]=2[C:17]2[CH:22]=[N:21][CH:20]=[N:19][CH:18]=2)[C:8]([F:7])([F:23])[F:24])[N:31]=[C:26]([NH2:25])[N:27]=1. The yield is 0.920. (2) The reactants are [Br:1][C:2]1[C:10]([F:11])=[CH:9][C:5]([C:6]([OH:8])=[O:7])=[C:4]([Cl:12])[CH:3]=1.S(Cl)(Cl)=O.[C:17](=O)(O)[O-].[Na+]. The catalyst is CO. The product is [Br:1][C:2]1[C:10]([F:11])=[CH:9][C:5]([C:6]([O:8][CH3:17])=[O:7])=[C:4]([Cl:12])[CH:3]=1. The yield is 0.920. (3) The reactants are COC1C=CC(C[O:8][C:9]([C:12]2[CH:17]=[CH:16][C:15]([C:18]3[N:19]=[C:20]([CH2:40][O:41][CH2:42][CH2:43][NH:44][C:45](=[O:61])[O:46][CH2:47][CH:48]4[C:60]5[CH:59]=[CH:58][CH:57]=[CH:56][C:55]=5[C:54]5[C:49]4=[CH:50][CH:51]=[CH:52][CH:53]=5)[N:21]4[C:26]5[CH:27]=[CH:28][N:29]([S:30]([C:33]6[CH:39]=[CH:38][C:36]([CH3:37])=[CH:35][CH:34]=6)(=[O:32])=[O:31])[C:25]=5[N:24]=[CH:23][C:22]=34)=[CH:14][CH:13]=2)([CH3:11])[CH3:10])=CC=1.COC1C=CC(COC(C2C=CC([Mg]Br)=CC=2)(C)C)=CC=1.C1C2C(COC(NCCOCC(O)=O)=O)C3C(=CC=CC=3)C=2C=CC=1.C(C1C(=O)C(Cl)=C(Cl)C(=O)C=1C#N)#N. The catalyst is C(Cl)Cl.FC(F)(F)C([O-])=O.[Hg+2].FC(F)(F)C([O-])=O.O. The product is [OH:8][C:9]([C:12]1[CH:13]=[CH:14][C:15]([C:18]2[N:19]=[C:20]([CH2:40][O:41][CH2:42][CH2:43][NH:44][C:45](=[O:61])[O:46][CH2:47][CH:48]3[C:49]4[CH:50]=[CH:51][CH:52]=[CH:53][C:54]=4[C:55]4[C:60]3=[CH:59][CH:58]=[CH:57][CH:56]=4)[N:21]3[C:26]4[CH:27]=[CH:28][N:29]([S:30]([C:33]5[CH:34]=[CH:35][C:36]([CH3:37])=[CH:38][CH:39]=5)(=[O:32])=[O:31])[C:25]=4[N:24]=[CH:23][C:22]=23)=[CH:16][CH:17]=1)([CH3:10])[CH3:11]. The yield is 0.450.